From a dataset of Forward reaction prediction with 1.9M reactions from USPTO patents (1976-2016). Predict the product of the given reaction. (1) The product is: [C:7]([C:9]1[CH:10]=[CH:11][C:12]2[O:16][C:15]([C:17]([C:19]3[C:27]([O:28][CH3:29])=[CH:26][C:25]([CH3:30])=[C:24]4[C:20]=3[CH:21]=[CH:22][N:23]4[C:31]([O:33][C:34]([CH3:37])([CH3:36])[CH3:35])=[O:32])([CH2:59][CH2:58][C:57]([O:61][CH3:62])=[O:60])[CH3:18])=[N:14][C:13]=2[CH:38]=1)#[N:8]. Given the reactants CC(C)([O-])C.[K+].[C:7]([C:9]1[CH:10]=[CH:11][C:12]2[O:16][C:15]([CH:17]([C:19]3[C:27]([O:28][CH3:29])=[CH:26][C:25]([CH3:30])=[C:24]4[C:20]=3[CH:21]=[CH:22][N:23]4[C:31]([O:33][C:34]([CH3:37])([CH3:36])[CH3:35])=[O:32])[CH3:18])=[N:14][C:13]=2[CH:38]=1)#[N:8].C1OCCOCCOCCOCCOCCOC1.[C:57]([O:61][CH3:62])(=[O:60])[CH:58]=[CH2:59], predict the reaction product. (2) Given the reactants Br[C:2]1[C:18]([O:19][CH2:20][C@@H:21]([NH:26][C:27](=[O:33])[O:28][C:29]([CH3:32])([CH3:31])[CH3:30])[CH2:22][CH:23]([CH3:25])[CH3:24])=[CH:17][C:5]2[N:6]([CH3:16])[C:7](=[O:15])[C:8]3[C:13]([C:4]=2[CH:3]=1)=[CH:12][CH:11]=[N:10][C:9]=3[CH3:14].C(=O)([O-])[O-].[Na+].[Na+].[CH:40](B1OB(C=C)OB(C=C)O1)=[CH2:41].N1C=CC=CC=1, predict the reaction product. The product is: [CH3:14][C:9]1[N:10]=[CH:11][CH:12]=[C:13]2[C:8]=1[C:7](=[O:15])[N:6]([CH3:16])[C:5]1[CH:17]=[C:18]([O:19][CH2:20][C@@H:21]([NH:26][C:27](=[O:33])[O:28][C:29]([CH3:31])([CH3:30])[CH3:32])[CH2:22][CH:23]([CH3:24])[CH3:25])[C:2]([CH:40]=[CH2:41])=[CH:3][C:4]2=1. (3) The product is: [C:6]([O:10][C:11](=[O:45])[N:12]([C@H:14]([C:16](=[O:44])[NH:17][C@@H:18]1[C:24](=[O:25])[N:23]([CH2:26][C:27]2[C:36]3[C:31](=[CH:32][CH:33]=[CH:34][CH:35]=3)[CH:30]=[CH:29][C:28]=2[O:38][CH3:39])[C:22]2[CH:40]=[CH:41][CH:42]=[CH:43][C:21]=2[N:20]([C:53](=[O:54])[C:52]2[CH:51]=[CH:50][C:49]([N+:46]([O-:48])=[O:47])=[CH:57][CH:56]=2)[CH2:19]1)[CH3:15])[CH3:13])([CH3:9])([CH3:8])[CH3:7]. Given the reactants O=P(Cl)(Cl)Cl.[C:6]([O:10][C:11](=[O:45])[N:12]([C@H:14]([C:16](=[O:44])[NH:17][C@@H:18]1[C:24](=[O:25])[N:23]([CH2:26][C:27]2[C:36]3[C:31](=[CH:32][C:33](Br)=[CH:34][CH:35]=3)[CH:30]=[CH:29][C:28]=2[O:38][CH3:39])[C:22]2[CH:40]=[CH:41][CH:42]=[CH:43][C:21]=2[NH:20][CH2:19]1)[CH3:15])[CH3:13])([CH3:9])([CH3:8])[CH3:7].[N+:46]([C:49]1[CH:57]=[CH:56][C:52]([C:53](O)=[O:54])=[CH:51][CH:50]=1)([O-:48])=[O:47], predict the reaction product. (4) Given the reactants [OH:1][CH2:2][CH:3]1[CH2:8][CH2:7][NH:6][CH2:5][CH2:4]1.C(N(CC)CC)C.Cl[C:17]([O:19][CH2:20][C:21]1[CH:26]=[CH:25][CH:24]=[CH:23][CH:22]=1)=[O:18], predict the reaction product. The product is: [CH2:20]([O:19][C:17]([N:6]1[CH2:7][CH2:8][CH:3]([CH2:2][OH:1])[CH2:4][CH2:5]1)=[O:18])[C:21]1[CH:26]=[CH:25][CH:24]=[CH:23][CH:22]=1. (5) Given the reactants [Li+].CC([N-]C(C)C)C.[Cl:9][C:10]1[CH:11]=[C:12]([CH2:17][C:18]#[N:19])[CH:13]=[CH:14][C:15]=1[Cl:16].[CH3:20][O:21][C:22]1[CH:23]=[N:24][CH:25]=[C:26]([CH:29]=1)[CH:27]=[O:28], predict the reaction product. The product is: [Cl:9][C:10]1[CH:11]=[C:12]([CH:17]([CH:27]([OH:28])[C:26]2[CH:25]=[N:24][CH:23]=[C:22]([O:21][CH3:20])[CH:29]=2)[C:18]#[N:19])[CH:13]=[CH:14][C:15]=1[Cl:16]. (6) The product is: [Cl:1][C:2]1[N:7]=[C:6]([C:8]2[S:12][C:11]([CH:13]([CH3:15])[CH3:14])=[N:10][C:9]=2[C:16]2[CH:17]=[C:18]([NH2:22])[CH:19]=[CH:20][CH:21]=2)[CH:5]=[CH:4][N:3]=1. Given the reactants [Cl:1][C:2]1[N:7]=[C:6]([C:8]2[S:12][C:11]([CH:13]([CH3:15])[CH3:14])=[N:10][C:9]=2[C:16]2[CH:17]=[C:18]([NH:22]C(=O)OCC=C)[CH:19]=[CH:20][CH:21]=2)[CH:5]=[CH:4][N:3]=1.C([SnH](CCCC)CCCC)CCC.CC(O)=O, predict the reaction product.